From a dataset of Full USPTO retrosynthesis dataset with 1.9M reactions from patents (1976-2016). Predict the reactants needed to synthesize the given product. (1) Given the product [Br:23][C:21]1[CH:20]=[CH:19][C:18]([O:24][CH2:25][C:26]2[CH:27]=[CH:28][C:29]([O:32][CH3:33])=[CH:30][CH:31]=2)=[C:17]([C:12]2[N:11]([C:7]3[CH:6]=[C:5]([CH:10]=[CH:9][CH:8]=3)[C:4]([OH:34])=[O:3])[C:15]([CH3:16])=[CH:14][CH:13]=2)[CH:22]=1, predict the reactants needed to synthesize it. The reactants are: C([O:3][C:4](=[O:34])[C:5]1[CH:10]=[CH:9][CH:8]=[C:7]([N:11]2[C:15]([CH3:16])=[CH:14][CH:13]=[C:12]2[C:17]2[CH:22]=[C:21]([Br:23])[CH:20]=[CH:19][C:18]=2[O:24][CH2:25][C:26]2[CH:31]=[CH:30][C:29]([O:32][CH3:33])=[CH:28][CH:27]=2)[CH:6]=1)C.[OH-].[Na+]. (2) Given the product [F:22][C:19]([F:20])([F:21])[C:17]1[CH:16]=[C:15]([C:23]([F:26])([F:25])[F:24])[C:13]2[NH:14][C:10]([CH2:9][OH:8])=[N:11][C:12]=2[CH:18]=1, predict the reactants needed to synthesize it. The reactants are: [Si]([O:8][CH2:9][C:10]1[NH:14][C:13]2[C:15]([C:23]([F:26])([F:25])[F:24])=[CH:16][C:17]([C:19]([F:22])([F:21])[F:20])=[CH:18][C:12]=2[N:11]=1)(C(C)(C)C)(C)C.CCCC[N+](CCCC)(CCCC)CCCC.[F-]. (3) Given the product [CH3:41][C:35]1[CH:36]=[CH:37][CH:38]=[C:39]([CH3:40])[C:34]=1[CH2:33][O:8][C:9]1[C:10]2[N:11]([CH:22]=[C:23]([CH3:25])[N:24]=2)[CH:12]=[C:13]([N:15]2[CH:20]=[CH:19][CH:18]=[CH:17][C:16]2=[O:21])[CH:14]=1, predict the reactants needed to synthesize it. The reactants are: FC(F)(F)C(O)=O.[OH:8][C:9]1[C:10]2[N:11]([CH:22]=[C:23]([CH3:25])[N:24]=2)[CH:12]=[C:13]([N:15]2[CH:20]=[CH:19][CH:18]=[CH:17][C:16]2=[O:21])[CH:14]=1.C(=O)([O-])[O-].[K+].[K+].Br[CH2:33][C:34]1[C:39]([CH3:40])=[CH:38][CH:37]=[CH:36][C:35]=1[CH3:41]. (4) Given the product [CH2:1]([O:8][C:9]1[C:14]([CH2:15][Cl:21])=[C:13]([CH3:17])[CH:12]=[C:11]([CH3:18])[N:10]=1)[C:2]1[CH:7]=[CH:6][CH:5]=[CH:4][CH:3]=1, predict the reactants needed to synthesize it. The reactants are: [CH2:1]([O:8][C:9]1[C:14]([CH2:15]O)=[C:13]([CH3:17])[CH:12]=[C:11]([CH3:18])[N:10]=1)[C:2]1[CH:7]=[CH:6][CH:5]=[CH:4][CH:3]=1.O=S(Cl)[Cl:21].C([O-])(O)=O.[Na+]. (5) The reactants are: C([O:3][C:4](=[O:20])[CH2:5][C:6]1[NH:7][C:8](=[O:19])[CH:9]=[C:10]([N:12]2[CH2:17][CH2:16][O:15][CH:14]([CH3:18])[CH2:13]2)[N:11]=1)C. Given the product [CH3:18][CH:14]1[O:15][CH2:16][CH2:17][N:12]([C:10]2[N:11]=[C:6]([CH2:5][C:4]([OH:20])=[O:3])[NH:7][C:8](=[O:19])[CH:9]=2)[CH2:13]1, predict the reactants needed to synthesize it. (6) The reactants are: [F:1][C:2]1[CH:9]=[C:8]([F:10])[CH:7]=[CH:6][C:3]=1[CH2:4][OH:5].C1C=CC(P(C2C=CC=CC=2)C2C=CC=CC=2)=CC=1.CC(OC(/N=N/C(OC(C)C)=O)=O)C.[Br:44][C:45]1[C:46](=[O:60])[N:47]([CH2:53][C:54]2[CH:59]=[CH:58][N:57]=[CH:56][CH:55]=2)[C:48]([CH3:52])=[CH:49][C:50]=1O. Given the product [Br:44][C:45]1[C:46](=[O:60])[N:47]([CH2:53][C:54]2[CH:55]=[CH:56][N:57]=[CH:58][CH:59]=2)[C:48]([CH3:52])=[CH:49][C:50]=1[O:5][CH2:4][C:3]1[CH:6]=[CH:7][C:8]([F:10])=[CH:9][C:2]=1[F:1], predict the reactants needed to synthesize it. (7) Given the product [CH2:27]([C:15]1[C:16]2[O:20][N:19]=[C:18]([C:21]([F:24])([F:23])[F:22])[C:17]=2[CH:25]=[CH:26][C:14]=1[O:13][CH2:12][CH2:11][CH2:10][C:9]([NH:8][C@H:7]([C:6]([OH:32])=[O:5])[CH3:31])=[O:30])[CH2:28][CH3:29], predict the reactants needed to synthesize it. The reactants are: C([O:5][C:6](=[O:32])[C@H:7]([CH3:31])[NH:8][C:9](=[O:30])[CH2:10][CH2:11][CH2:12][O:13][C:14]1[CH:26]=[CH:25][C:17]2[C:18]([C:21]([F:24])([F:23])[F:22])=[N:19][O:20][C:16]=2[C:15]=1[CH2:27][CH2:28][CH3:29])(C)(C)C.C(O)(C(F)(F)F)=O.